Dataset: Full USPTO retrosynthesis dataset with 1.9M reactions from patents (1976-2016). Task: Predict the reactants needed to synthesize the given product. (1) Given the product [NH:8]1[CH2:13][CH2:12][CH:11]([C:14]2([C:23]3[CH:28]=[CH:27][C:26]([CH:35]([OH:37])[CH3:36])=[CH:25][CH:24]=3)[O:15][C:16]3[CH:22]=[CH:21][CH:20]=[CH:19][C:17]=3[O:18]2)[CH2:10][CH2:9]1, predict the reactants needed to synthesize it. The reactants are: C(OC([N:8]1[CH2:13][CH2:12][CH:11]([C:14]2([C:23]3[CH:28]=[CH:27][C:26](Br)=[CH:25][CH:24]=3)[O:18][C:17]3[CH:19]=[CH:20][CH:21]=[CH:22][C:16]=3[O:15]2)[CH2:10][CH2:9]1)=O)(C)(C)C.[Li]CCCC.[CH:35](=[O:37])[CH3:36].C(O)(C(F)(F)F)=O. (2) Given the product [CH3:19][CH:15]([O:14][C:8](=[O:9])[C:7]1[CH:6]=[CH:5][C:4]([C:3]([O:2][CH3:1])=[O:13])=[CH:12][CH:11]=1)[C:16](=[O:18])[CH3:17], predict the reactants needed to synthesize it. The reactants are: [CH3:1][O:2][C:3](=[O:13])[C:4]1[CH:12]=[CH:11][C:7]([C:8](O)=[O:9])=[CH:6][CH:5]=1.[OH:14][CH:15]([CH3:19])[C:16](=[O:18])[CH3:17].N1C=CC=CC=1.CCN=C=NCCCN(C)C.Cl.Cl. (3) Given the product [CH3:30][O:29][CH2:28][CH2:27][O:26][C:24]1[CH:23]=[CH:22][N:21]2[C:17]([C:14]3[CH:13]=[C:12]([C:31]4[O:35][CH:34]=[N:33][CH:32]=4)[C:11]4[C:16](=[C:7]([N:44]5[CH2:49][CH2:48][CH:47]([OH:50])[CH2:46][CH2:45]5)[CH:8]=[CH:9][CH:10]=4)[N:15]=3)=[CH:18][N:19]=[C:20]2[CH:25]=1, predict the reactants needed to synthesize it. The reactants are: FC(F)(F)S(O[C:7]1[CH:8]=[CH:9][CH:10]=[C:11]2[C:16]=1[N:15]=[C:14]([C:17]1[N:21]3[CH:22]=[CH:23][C:24]([O:26][CH2:27][CH2:28][O:29][CH3:30])=[CH:25][C:20]3=[N:19][CH:18]=1)[CH:13]=[C:12]2[C:31]1[O:35][CH:34]=[N:33][CH:32]=1)(=O)=O.C([O-])([O-])=O.[Cs+].[Cs+].[NH:44]1[CH2:49][CH2:48][CH:47]([OH:50])[CH2:46][CH2:45]1.